This data is from Full USPTO retrosynthesis dataset with 1.9M reactions from patents (1976-2016). The task is: Predict the reactants needed to synthesize the given product. (1) Given the product [CH2:23]([O:22][C:20]([NH:1][CH2:2][CH2:3][C:4]([NH:6][C@H:7]([C:14]([OH:16])=[O:15])[CH2:8][C:9]1[N:13]=[CH:12][NH:11][CH:10]=1)=[O:5])=[O:21])[C:24]1[CH:29]=[CH:28][CH:27]=[CH:26][CH:25]=1, predict the reactants needed to synthesize it. The reactants are: [NH2:1][CH2:2][CH2:3][C:4]([NH:6][C@H:7]([C:14]([OH:16])=[O:15])[CH2:8][C:9]1[N:13]=[CH:12][NH:11][CH:10]=1)=[O:5].[OH-].[Na+].Cl[C:20]([O:22][CH2:23][C:24]1[CH:29]=[CH:28][CH:27]=[CH:26][CH:25]=1)=[O:21].Cl. (2) Given the product [Cl:13][C:14]1[CH:33]=[C:32]([Cl:34])[CH:31]=[CH:30][C:15]=1[CH2:16][N:17]1[C:21]2[CH:22]=[C:23]([CH2:27][O:28][C:42]3[CH:41]=[CH:40][CH:39]=[CH:37][C:36]=3[C:35]([O:44][CH3:45])=[O:43])[CH:24]=[C:25]([CH3:26])[C:20]=2[N:19]=[C:18]1[CH3:29], predict the reactants needed to synthesize it. The reactants are: N(C(OCC)=O)=NC(OCC)=O.[Cl:13][C:14]1[CH:33]=[C:32]([Cl:34])[CH:31]=[CH:30][C:15]=1[CH2:16][N:17]1[C:21]2[CH:22]=[C:23]([CH2:27][OH:28])[CH:24]=[C:25]([CH3:26])[C:20]=2[N:19]=[C:18]1[CH3:29].[C:35]([O:44][CH3:45])(=[O:43])[C:36]1[C:37](=[CH:39][CH:40]=[CH:41][CH:42]=1)O.C1(P(C2C=CC=CC=2)C2C=CC=CC=2)C=CC=CC=1.C(=O)(O)[O-].[Na+]. (3) Given the product [ClH:19].[F:1][C:2]1[CH:3]=[CH:4][C:5]([C:8]2[CH:9]=[CH:10][NH:11][N:12]=2)=[N:6][CH:7]=1, predict the reactants needed to synthesize it. The reactants are: [F:1][C:2]1[CH:3]=[CH:4][C:5]([C:8]2[N:12](C3CCCCO3)[N:11]=[CH:10][CH:9]=2)=[N:6][CH:7]=1.[ClH:19].CCOC(C)=O. (4) Given the product [C:4]([O:3][C:1](=[O:2])[N:8]([CH:9]1[CH2:10][CH2:11][CH:12]([NH:15][CH2:23][C:22]2[CH:25]=[C:18]([Br:17])[CH:19]=[CH:20][C:21]=2[O:26][CH3:27])[CH2:13][CH2:14]1)[CH3:16])([CH3:7])([CH3:6])[CH3:5], predict the reactants needed to synthesize it. The reactants are: [C:1]([N:8]([CH3:16])[C@H:9]1[CH2:14][CH2:13][C@H:12]([NH2:15])[CH2:11][CH2:10]1)([O:3][C:4]([CH3:7])([CH3:6])[CH3:5])=[O:2].[Br:17][C:18]1[CH:19]=[CH:20][C:21]([O:26][CH3:27])=[C:22]([CH:25]=1)[CH:23]=O. (5) Given the product [OH:11][C:2]1[C:3]([O-:14])=[CH:4][C:5]2[C:10](=[CH:9][CH:8]=[CH:7][CH:6]=2)[CH:1]=1.[Na+:12], predict the reactants needed to synthesize it. The reactants are: [CH:1]1[C:10]2[C:5](=[CH:6][CH:7]=[CH:8][CH:9]=2)[CH:4]=[CH:3][C:2]=1[O-:11].[Na+:12].C(=O)=[O:14]. (6) Given the product [S:6]1[C:5]2[CH2:4][C:1](=[O:3])[O:12][C:10](=[O:11])[C:9]=2[CH:8]=[CH:7]1, predict the reactants needed to synthesize it. The reactants are: [C:1]([CH2:4][C:5]1[S:6][CH:7]=[CH:8][C:9]=1[C:10]([OH:12])=[O:11])([OH:3])=O.C(Cl)(=O)C.